From a dataset of Full USPTO retrosynthesis dataset with 1.9M reactions from patents (1976-2016). Predict the reactants needed to synthesize the given product. (1) Given the product [CH3:16][CH:17]1[CH2:18][CH2:19][N:20]2[C:9](=[O:11])[CH:8]=[C:7]([C:4]3[CH:3]=[CH:2][N:1]=[CH:6][CH:5]=3)[N:23]=[C:21]2[NH:22]1, predict the reactants needed to synthesize it. The reactants are: [N:1]1[CH:6]=[CH:5][C:4]([C:7](=O)[CH2:8][C:9]([O:11]CC)=O)=[CH:3][CH:2]=1.Cl.[CH3:16][CH:17]1[NH:22][C:21]([NH2:23])=[N:20][CH2:19][CH2:18]1.C(=O)([O-])[O-].[K+].[K+].O. (2) Given the product [C:16]([O:20][C:21]([N:23]1[CH2:28][CH2:27][N:26]([C:29]2[S:33][C:32]([C:34]([F:35])([F:37])[F:36])=[N:31][C:30]=2[C:38]([O:40][CH3:1])=[O:39])[CH2:25][C@H:24]1[CH2:41][CH3:42])=[O:22])([CH3:19])([CH3:18])[CH3:17], predict the reactants needed to synthesize it. The reactants are: [C:1](N1CCNC[C@H]1CC)(OC(C)(C)C)=O.[C:16]([O:20][C:21]([N:23]1[CH2:28][CH2:27][N:26]([C:29]2[S:33][C:32]([C:34]([F:37])([F:36])[F:35])=[N:31][C:30]=2[C:38]([OH:40])=[O:39])[CH2:25][C@H:24]1[CH2:41][CH3:42])=[O:22])([CH3:19])([CH3:18])[CH3:17].